This data is from Full USPTO retrosynthesis dataset with 1.9M reactions from patents (1976-2016). The task is: Predict the reactants needed to synthesize the given product. (1) The reactants are: FC(F)(F)S(O[C:7]1[C:11]2[C:12]([O:16][CH3:17])=[N:13][CH:14]=[CH:15][C:10]=2[N:9]([CH:18]2[CH2:23][CH2:22][O:21][CH2:20][CH2:19]2)[N:8]=1)(=O)=O.CC1(C)C(C)(C)OB([C:34]2[CH:39]=[CH:38][C:37]([S:40]([NH2:43])(=[O:42])=[O:41])=[CH:36][CH:35]=2)O1.C(=O)([O-])[O-].[Na+].[Na+].O. Given the product [CH3:17][O:16][C:12]1[C:11]2[C:7]([C:34]3[CH:39]=[CH:38][C:37]([S:40]([NH2:43])(=[O:42])=[O:41])=[CH:36][CH:35]=3)=[N:8][N:9]([CH:18]3[CH2:19][CH2:20][O:21][CH2:22][CH2:23]3)[C:10]=2[CH:15]=[CH:14][N:13]=1, predict the reactants needed to synthesize it. (2) Given the product [CH3:8][C:6]1[N:7]=[C:2]([C:28]([O:24][CH2:22][CH3:23])=[O:29])[CH:3]=[CH:4][C:5]=1[O:9][CH2:10][C:11]([F:14])([F:13])[F:12], predict the reactants needed to synthesize it. The reactants are: I[C:2]1[N:7]=[C:6]([CH3:8])[C:5]([O:9][CH2:10][C:11]([F:14])([F:13])[F:12])=[CH:4][CH:3]=1.C(N(CC)CC)C.[CH2:22]([OH:24])[CH3:23].CN([CH:28]=[O:29])C. (3) The reactants are: S(=O)(=O)(O)O.C([C:9]1[CH:21]=[CH:20][C:19]2[C:18]3[C:13](=[CH:14][CH:15]=[CH:16][CH:17]=3)[CH2:12][C:11]=2[CH:10]=1)(=O)C.[C:22]([O:25]C(=O)C)(=[O:24])[CH3:23].OO. Given the product [C:22]([O:25][C:9]1[CH:21]=[CH:20][C:19]2[C:14]3[C:13](=[CH:18][CH:17]=[CH:16][CH:15]=3)[CH2:12][C:11]=2[CH:10]=1)(=[O:24])[CH3:23], predict the reactants needed to synthesize it. (4) The reactants are: [CH2:1]([N:8]1[CH:12]=[C:11]([C:13]([NH2:15])=[O:14])[C:10]([O:16][CH2:17][C:18]2[CH:23]=[CH:22][C:21]([O:24][CH2:25][C:26]3[N:27]=[C:28]([C:32]4[O:33][CH:34]=[CH:35][CH:36]=4)[O:29][C:30]=3[CH3:31])=[CH:20][CH:19]=2)=[N:9]1)[C:2]1[CH:7]=[CH:6][CH:5]=[CH:4][CH:3]=1.[C:37](OC(=O)C)(=[O:39])[CH3:38]. Given the product [C:37]([NH:15][C:13]([C:11]1[C:10]([O:16][CH2:17][C:18]2[CH:19]=[CH:20][C:21]([O:24][CH2:25][C:26]3[N:27]=[C:28]([C:32]4[O:33][CH:34]=[CH:35][CH:36]=4)[O:29][C:30]=3[CH3:31])=[CH:22][CH:23]=2)=[N:9][N:8]([CH2:1][C:2]2[CH:7]=[CH:6][CH:5]=[CH:4][CH:3]=2)[CH:12]=1)=[O:14])(=[O:39])[CH3:38], predict the reactants needed to synthesize it. (5) Given the product [C:12]([O:11][C:9](=[O:10])[N:40]([CH2:41][CH:42]([OH:49])[C:43]1[CH:44]=[N:45][CH:46]=[CH:47][CH:48]=1)[CH2:39][C@H:34]1[CH2:33][CH2:32][C:31]2[C:36](=[CH:37][CH:38]=[C:29]([S:26](=[O:28])(=[O:27])[NH:25][C:22]3[CH:21]=[CH:20][C:19]([CH:16]([CH3:18])[CH3:17])=[CH:24][CH:23]=3)[CH:30]=2)[O:35]1)([CH3:13])([CH3:14])[CH3:15], predict the reactants needed to synthesize it. The reactants are: [C:9](O[C:9]([O:11][C:12]([CH3:15])([CH3:14])[CH3:13])=[O:10])([O:11][C:12]([CH3:15])([CH3:14])[CH3:13])=[O:10].[CH:16]([C:19]1[CH:24]=[CH:23][C:22]([NH:25][S:26]([C:29]2[CH:30]=[C:31]3[C:36](=[CH:37][CH:38]=2)[O:35][CH:34]([CH2:39][NH:40][CH2:41][C@H:42]([OH:49])[C:43]2[CH:44]=[N:45][CH:46]=[CH:47][CH:48]=2)[CH2:33][CH2:32]3)(=[O:28])=[O:27])=[CH:21][CH:20]=1)([CH3:18])[CH3:17]. (6) Given the product [N:22]1[CH:27]=[CH:26][CH:25]=[CH:24][C:23]=1[C:28]1[NH:37][C:36](=[O:38])[C:35]2[S:34][C:33]3[CH:39]=[C:40]([O:43][C:44]([F:45])([F:46])[F:47])[CH:41]=[CH:42][C:32]=3[NH:31][C:30]=2[CH:29]=1, predict the reactants needed to synthesize it. The reactants are: CC1NC(=O)C2SC3C=C(OC(F)(F)F)C=CC=3NC=2C=1.[N:22]1[CH:27]=[CH:26][CH:25]=[CH:24][C:23]=1[CH:28]1[NH:37][C:36](=[O:38])[C:35]2[S:34][C:33]3[CH:39]=[C:40]([O:43][C:44]([F:47])([F:46])[F:45])[CH:41]=[CH:42][C:32]=3[NH:31][C:30]=2[CH2:29]1. (7) Given the product [Cl:1][C:2]1[CH:7]=[N:6][C:5]([N:8]2[CH2:9][CH2:10][CH:11]([C@H:14]3[CH2:16][C@H:15]3[CH2:17][CH2:18][O:19][C:20]3[CH:25]=[CH:24][C:23]([CH2:26][C:27]([NH:33][C:31]#[CH:32])=[O:29])=[C:22]([F:30])[CH:21]=3)[CH2:12][CH2:13]2)=[N:4][CH:3]=1, predict the reactants needed to synthesize it. The reactants are: [Cl:1][C:2]1[CH:3]=[N:4][C:5]([N:8]2[CH2:13][CH2:12][CH:11]([C@H:14]3[CH2:16][C@H:15]3[CH2:17][CH2:18][O:19][C:20]3[CH:25]=[CH:24][C:23]([CH2:26][C:27]([OH:29])=O)=[C:22]([F:30])[CH:21]=3)[CH2:10][CH2:9]2)=[N:6][CH:7]=1.[C:31]([NH2:33])#[CH:32].C1C=CC2N(O)N=NC=2C=1.C(Cl)CCl. (8) Given the product [CH3:1][N:2]1[CH2:15][CH2:14][C:5]2[N:6]([CH2:26][CH2:25][C:22]3[CH:21]=[N:20][C:19]([CH3:18])=[CH:24][N:23]=3)[C:7]3[CH:8]=[CH:9][C:10]([CH3:13])=[CH:11][C:12]=3[C:4]=2[CH2:3]1, predict the reactants needed to synthesize it. The reactants are: [CH3:1][N:2]1[CH2:15][CH2:14][C:5]2[NH:6][C:7]3[CH:8]=[CH:9][C:10]([CH3:13])=[CH:11][C:12]=3[C:4]=2[CH2:3]1.[OH-].[K+].[CH3:18][C:19]1[CH:24]=[N:23][C:22]([CH:25]=[CH2:26])=[CH:21][N:20]=1.